From a dataset of Reaction yield outcomes from USPTO patents with 853,638 reactions. Predict the reaction yield, written as a fraction of the theoretical maximum amount of product (1.0 means a 100% yield; for example, 0.34 means a 34% yield). (1) The reactants are [N:1]1[CH:6]=[CH:5][C:4]([C:7]2[N:16]=[C:15]([C:17]([OH:19])=O)[C:14]3[C:9](=[CH:10][CH:11]=[CH:12][CH:13]=3)[N:8]=2)=[N:3][CH:2]=1.Cl.[CH3:21][O:22][C:23]1[C:32]([O:33][CH3:34])=[CH:31][CH:30]=[C:29]2[C:24]=1[CH2:25][CH2:26][NH:27][CH2:28]2. No catalyst specified. The product is [N:1]1[CH:6]=[CH:5][C:4]([C:7]2[N:16]=[C:15]([C:17]([N:27]3[CH2:26][CH2:25][C:24]4[C:29](=[CH:30][CH:31]=[C:32]([O:33][CH3:34])[C:23]=4[O:22][CH3:21])[CH2:28]3)=[O:19])[C:14]3[C:9](=[CH:10][CH:11]=[CH:12][CH:13]=3)[N:8]=2)=[N:3][CH:2]=1. The yield is 0.170. (2) The reactants are [CH3:1][C:2]([CH3:8])([CH2:6][CH3:7])[C:3](Cl)=[O:4].Cl.[CH:10]1([CH2:16][N:17]2[C:21]3[CH:22]=[CH:23][C:24]([NH2:26])=[CH:25][C:20]=3[N:19]=[C:18]2[C:27]([CH3:31])([CH3:30])[CH2:28][CH3:29])[CH2:15][CH2:14][CH2:13][CH2:12][CH2:11]1. The catalyst is CN(C1C=CN=CC=1)C.C(#N)C.CCOC(C)=O. The product is [CH:10]1([CH2:16][N:17]2[C:21]3[CH:22]=[CH:23][C:24]([NH:26][C:3](=[O:4])[C:2]([CH3:8])([CH3:1])[CH2:6][CH3:7])=[CH:25][C:20]=3[N:19]=[C:18]2[C:27]([CH3:30])([CH3:31])[CH2:28][CH3:29])[CH2:11][CH2:12][CH2:13][CH2:14][CH2:15]1. The yield is 0.870. (3) The reactants are [NH2:1][C:2]1[CH:3]=[C:4]([CH:11]=[CH:12][C:13]=1[CH3:14])[C:5]([NH:7][CH:8]1[CH2:10][CH2:9]1)=[O:6].[C:15]1([CH3:25])[CH:20]=[CH:19]C(S(O)(=O)=O)=[CH:17][CH:16]=1.N[CH:27]([C:30]#[N:31])[C:28]#[N:29].[C:32]([O-:35])(=O)[CH3:33].[Na+].[OH-].[Na+]. The catalyst is C(OCC)(OCC)OCC.O. The product is [NH2:31][C:30]1[N:1]([C:2]2[CH:3]=[C:4]([CH:11]=[CH:12][C:13]=2[CH3:14])[C:5]([NH:7][CH:8]2[CH2:9][CH2:10]2)=[O:6])[N:29]=[CH:28][C:27]=1[C:32](=[O:35])[C:33]1[CH:19]=[CH:20][C:15]([CH3:25])=[CH:16][CH:17]=1. The yield is 0.300. (4) The reactants are [NH2:1][C:2]1[CH:3]=[N:4][CH:5]=[C:6]([Br:8])[CH:7]=1.[CH3:9][C:10]([CH3:12])=O.C[Si]([C:17]#[N:18])(C)C. The catalyst is C(#N)C.[Cl-].[Zn+2].[Cl-]. The product is [Br:8][C:6]1[CH:7]=[C:2]([NH:1][C:10]([CH3:12])([CH3:9])[C:17]#[N:18])[CH:3]=[N:4][CH:5]=1. The yield is 0.930. (5) The reactants are N1CCCCC1.C1C2C(COC([NH:24][CH2:25][C@@H:26]([C:50]([O:52][CH3:53])=[O:51])[NH:27][C:28](=[O:49])[C:29]3[CH:34]=[CH:33][C:32]([C:35]([NH:37][CH2:38][C:39]4[CH:47]=[CH:46][CH:45]=[C:44]5[C:40]=4[CH:41]=[CH:42][NH:43]5)=[O:36])=[CH:31][C:30]=3[Cl:48])=O)C3C(=CC=CC=3)C=2C=CC=1. The catalyst is CN(C)C=O. The product is [NH2:24][CH2:25][C@@H:26]([C:50]([O:52][CH3:53])=[O:51])[NH:27][C:28](=[O:49])[C:29]1[CH:34]=[CH:33][C:32]([C:35]([NH:37][CH2:38][C:39]2[CH:47]=[CH:46][CH:45]=[C:44]3[C:40]=2[CH:41]=[CH:42][NH:43]3)=[O:36])=[CH:31][C:30]=1[Cl:48]. The yield is 0.810. (6) The reactants are [CH3:1][O:2][C:3]1[C:8]2[N:9]=[C:10]([NH2:12])[S:11][C:7]=2[C:6]([N:13]2[CH2:18][CH2:17][O:16][CH2:15][CH2:14]2)=[CH:5][CH:4]=1.C(N(C(C)C)C(C)C)C.[Cl:28][C:29]1[CH:30]=[C:31]([CH:35]=[C:36]([CH3:38])[N:37]=1)[C:32](Cl)=[O:33].CO. The catalyst is C1COCC1.ClCCl. The product is [Cl:28][C:29]1[CH:30]=[C:31]([CH:35]=[C:36]([CH3:38])[N:37]=1)[C:32]([NH:12][C:10]1[S:11][C:7]2[C:6]([N:13]3[CH2:18][CH2:17][O:16][CH2:15][CH2:14]3)=[CH:5][CH:4]=[C:3]([O:2][CH3:1])[C:8]=2[N:9]=1)=[O:33]. The yield is 0.760.